From a dataset of Catalyst prediction with 721,799 reactions and 888 catalyst types from USPTO. Predict which catalyst facilitates the given reaction. (1) Reactant: [C:1]([O:5][C:6]([NH:8][C:9]([CH3:22])([CH3:21])[C:10]([NH:12]/[C:13](=[N:19]/[OH:20])/[C:14]([O:16][CH2:17][CH3:18])=[O:15])=O)=[O:7])([CH3:4])([CH3:3])[CH3:2]. Product: [C:1]([O:5][C:6]([NH:8][C:9]([C:10]1[O:20][N:19]=[C:13]([C:14]([O:16][CH2:17][CH3:18])=[O:15])[N:12]=1)([CH3:22])[CH3:21])=[O:7])([CH3:4])([CH3:3])[CH3:2]. The catalyst class is: 17. (2) Reactant: [CH2:1]([O:8][C:9](=[O:24])[N:10]([CH2:21][CH2:22][OH:23])[CH2:11][C:12]1[CH:13]=[CH:14][CH:15]=[C:16]2[C:20]=1[NH:19][CH:18]=[CH:17]2)[C:2]1[CH:7]=[CH:6][CH:5]=[CH:4][CH:3]=1.C(N(CC)CC)C.[CH3:32][S:33](Cl)(=[O:35])=[O:34]. Product: [CH2:1]([O:8][C:9]([N:10]([CH2:11][C:12]1[CH:13]=[CH:14][CH:15]=[C:16]2[C:20]=1[NH:19][CH:18]=[CH:17]2)[CH2:21][CH2:22][O:23][S:33]([CH3:32])(=[O:35])=[O:34])=[O:24])[C:2]1[CH:7]=[CH:6][CH:5]=[CH:4][CH:3]=1. The catalyst class is: 4. (3) Reactant: [Br-].[C:2]1(C([PH3+])(C2C=CC=CC=2)C2C=CC=CC=2)C=CC=CC=1.C1COCC1.C([Li])CCC.[CH3:32][CH:33]([CH2:40][CH2:41][CH2:42][CH:43]([CH3:50])[CH2:44][CH2:45][CH2:46][CH:47]([CH3:49])[CH3:48])[CH2:34][CH2:35][CH2:36][C:37](=O)[CH3:38]. Product: [CH3:48][C:47]([CH2:46][CH2:45][CH2:44][CH:43]([CH3:50])[CH2:42][CH2:41][CH2:40][CH:33]([CH3:32])[CH2:34][CH2:35][CH2:36][CH:37]([CH3:2])[CH3:38])=[CH2:49]. The catalyst class is: 6. (4) The catalyst class is: 1. Product: [CH:11]([O:14][C:15]([N:17]1[CH2:18][CH2:19][CH:20]([O:23][C:2]2[C:7]([CH2:8][CH3:9])=[C:6]([Cl:10])[N:5]=[CH:4][N:3]=2)[CH2:21][CH2:22]1)=[O:16])([CH3:13])[CH3:12]. Reactant: Cl[C:2]1[C:7]([CH2:8][CH3:9])=[C:6]([Cl:10])[N:5]=[CH:4][N:3]=1.[CH:11]([O:14][C:15]([N:17]1[CH2:22][CH2:21][CH:20]([OH:23])[CH2:19][CH2:18]1)=[O:16])([CH3:13])[CH3:12].CC(C)([O-])C.[K+]. (5) Reactant: [C:1]([C:5]1[CH:10]=[CH:9][C:8]([C:11]2[NH:19][C:14]3=[N:15][CH:16]=[CH:17][N:18]=[C:13]3[C:12]=2[CH2:20][CH2:21][CH2:22][NH2:23])=[CH:7][CH:6]=1)([CH3:4])([CH3:3])[CH3:2].[CH2:24]([N:27]=[C:28]=[O:29])[CH2:25][CH3:26].O. Product: [C:1]([C:5]1[CH:10]=[CH:9][C:8]([C:11]2[NH:19][C:14]3=[N:15][CH:16]=[CH:17][N:18]=[C:13]3[C:12]=2[CH2:20][CH2:21][CH2:22][NH:23][C:28]([NH:27][CH2:24][CH2:25][CH3:26])=[O:29])=[CH:7][CH:6]=1)([CH3:4])([CH3:2])[CH3:3]. The catalyst class is: 7.